This data is from NCI-60 drug combinations with 297,098 pairs across 59 cell lines. The task is: Regression. Given two drug SMILES strings and cell line genomic features, predict the synergy score measuring deviation from expected non-interaction effect. (1) Drug 1: CC1=C(C(=CC=C1)Cl)NC(=O)C2=CN=C(S2)NC3=CC(=NC(=N3)C)N4CCN(CC4)CCO. Drug 2: C1CN(CCN1C(=O)CCBr)C(=O)CCBr. Cell line: UO-31. Synergy scores: CSS=15.9, Synergy_ZIP=-8.78, Synergy_Bliss=-0.659, Synergy_Loewe=-1.20, Synergy_HSA=1.50. (2) Drug 1: CCC1(CC2CC(C3=C(CCN(C2)C1)C4=CC=CC=C4N3)(C5=C(C=C6C(=C5)C78CCN9C7C(C=CC9)(C(C(C8N6C=O)(C(=O)OC)O)OC(=O)C)CC)OC)C(=O)OC)O.OS(=O)(=O)O. Drug 2: CC=C1C(=O)NC(C(=O)OC2CC(=O)NC(C(=O)NC(CSSCCC=C2)C(=O)N1)C(C)C)C(C)C. Cell line: SN12C. Synergy scores: CSS=46.9, Synergy_ZIP=-0.934, Synergy_Bliss=1.71, Synergy_Loewe=-15.1, Synergy_HSA=0.450. (3) Drug 1: C1=NC(=NC(=O)N1C2C(C(C(O2)CO)O)O)N. Drug 2: C1CNP(=O)(OC1)N(CCCl)CCCl. Cell line: 786-0. Synergy scores: CSS=17.5, Synergy_ZIP=-8.38, Synergy_Bliss=0.691, Synergy_Loewe=-22.7, Synergy_HSA=-0.364. (4) Drug 1: C1=CC(=CC=C1C#N)C(C2=CC=C(C=C2)C#N)N3C=NC=N3. Drug 2: CC(C)(C#N)C1=CC(=CC(=C1)CN2C=NC=N2)C(C)(C)C#N. Cell line: SF-539. Synergy scores: CSS=9.09, Synergy_ZIP=-2.61, Synergy_Bliss=-3.47, Synergy_Loewe=2.38, Synergy_HSA=-0.527. (5) Drug 1: CCN(CC)CCNC(=O)C1=C(NC(=C1C)C=C2C3=C(C=CC(=C3)F)NC2=O)C. Drug 2: CN1C2=C(C=C(C=C2)N(CCCl)CCCl)N=C1CCCC(=O)O.Cl. Cell line: OVCAR-8. Synergy scores: CSS=5.10, Synergy_ZIP=-2.23, Synergy_Bliss=-0.918, Synergy_Loewe=0.129, Synergy_HSA=0.348. (6) Drug 2: C(CN)CNCCSP(=O)(O)O. Drug 1: C1=C(C(=O)NC(=O)N1)F. Synergy scores: CSS=19.2, Synergy_ZIP=0.585, Synergy_Bliss=4.33, Synergy_Loewe=-10.7, Synergy_HSA=1.67. Cell line: NCI/ADR-RES. (7) Cell line: HOP-92. Drug 1: C1=CC(=CC=C1CC(C(=O)O)N)N(CCCl)CCCl.Cl. Drug 2: C1=NNC2=C1C(=O)NC=N2. Synergy scores: CSS=18.2, Synergy_ZIP=-5.29, Synergy_Bliss=0.929, Synergy_Loewe=-5.06, Synergy_HSA=1.21.